Predict the reactants needed to synthesize the given product. From a dataset of Full USPTO retrosynthesis dataset with 1.9M reactions from patents (1976-2016). (1) The reactants are: Br[C:2]1[CH:7]=[CH:6][C:5]([O:8][CH3:9])=[CH:4][C:3]=1[F:10].[Li]CCCC.[F:16][CH:17]([F:23])[C:18](OCC)=[O:19]. Given the product [F:16][CH:17]([F:23])[C:18]([C:2]1[CH:7]=[CH:6][C:5]([O:8][CH3:9])=[CH:4][C:3]=1[F:10])=[O:19], predict the reactants needed to synthesize it. (2) The reactants are: [NH2:1][C:2]1[S:3][C:4]([C:7]([O:9][CH:10]([CH3:12])[CH3:11])=[O:8])=[CH:5][N:6]=1.Cl[C:14]1[N:19]=[C:18]([CH3:20])[N:17]=[C:16]([N:21]2[CH2:26][CH2:25][N:24]([CH2:27][CH2:28][OH:29])[CH2:23][CH2:22]2)[CH:15]=1. Given the product [OH:29][CH2:28][CH2:27][N:24]1[CH2:23][CH2:22][N:21]([C:16]2[N:17]=[C:18]([CH3:20])[N:19]=[C:14]([NH:1][C:2]3[S:3][C:4]([C:7]([O:9][CH:10]([CH3:12])[CH3:11])=[O:8])=[CH:5][N:6]=3)[CH:15]=2)[CH2:26][CH2:25]1, predict the reactants needed to synthesize it. (3) Given the product [ClH:1].[Cl:1][C:2]1[CH:7]=[CH:6][CH:5]=[CH:4][C:3]=1[CH2:8][N:9]1[C:13]([CH2:14][Cl:22])=[CH:12][N:11]=[C:10]1[S:16][CH2:17][CH2:18][CH3:19], predict the reactants needed to synthesize it. The reactants are: [Cl:1][C:2]1[CH:7]=[CH:6][CH:5]=[CH:4][C:3]=1[CH2:8][N:9]1[C:13]([CH2:14]O)=[CH:12][N:11]=[C:10]1[S:16][CH2:17][CH2:18][CH3:19].S(Cl)([Cl:22])=O. (4) Given the product [CH3:32][C:16]1[CH:15]=[C:14]([S:13][C:10]2[CH:11]=[CH:12][C:7]([O:6][CH2:5][C:4]([OH:36])=[O:3])=[C:8]([CH2:33][CH2:34][CH3:35])[CH:9]=2)[CH:19]=[CH:18][C:17]=1[O:20][CH2:21][C:22]1[CH:23]=[CH:24][C:25]([C:28]([F:30])([F:31])[F:29])=[CH:26][CH:27]=1, predict the reactants needed to synthesize it. The reactants are: C([O:3][C:4](=[O:36])[CH2:5][O:6][C:7]1[CH:12]=[CH:11][C:10]([S:13][C:14]2[CH:19]=[CH:18][C:17]([O:20][CH2:21][C:22]3[CH:27]=[CH:26][C:25]([C:28]([F:31])([F:30])[F:29])=[CH:24][CH:23]=3)=[C:16]([CH3:32])[CH:15]=2)=[CH:9][C:8]=1[CH2:33][CH2:34][CH3:35])C.[Li+].[OH-].O.Cl. (5) Given the product [S:1]1[C:5]2[CH:6]=[CH:7][CH:8]=[CH:9][C:4]=2[C:3]([N:10]2[CH2:15][CH2:14][N:13]([CH2:16][CH2:17][C:18]3[CH:19]=[C:20]4[C:24](=[CH:25][CH:26]=3)[CH2:23][C@@H:22]([N:27]([CH2:32][CH:33]3[CH2:35][CH2:34]3)[C:28](=[O:30])[CH3:29])[CH2:21]4)[CH2:12][CH2:11]2)=[N:2]1, predict the reactants needed to synthesize it. The reactants are: [S:1]1[C:5]2[CH:6]=[CH:7][CH:8]=[CH:9][C:4]=2[C:3]([N:10]2[CH2:15][CH2:14][N:13]([CH2:16][CH2:17][C:18]3[CH:19]=[C:20]4[C:24](=[CH:25][CH:26]=3)[CH2:23][C@@H:22]([NH:27][C:28](=[O:30])[CH3:29])[CH2:21]4)[CH2:12][CH2:11]2)=[N:2]1.Br[CH2:32][CH:33]1[CH2:35][CH2:34]1. (6) Given the product [Cl:17][C:18]1[CH:19]=[C:20]([CH:33]=[C:34]([Cl:36])[CH:35]=1)[O:21][C:22]1[N:27]=[CH:26][C:25]([C:2]2[C:14]([CH3:15])=[CH:13][C:5]([C:6]([NH:8][S:9]([CH3:12])(=[O:11])=[O:10])=[O:7])=[C:4]([F:16])[CH:3]=2)=[CH:24][C:23]=1[CH:31]=[O:32], predict the reactants needed to synthesize it. The reactants are: Br[C:2]1[C:14]([CH3:15])=[CH:13][C:5]([C:6]([NH:8][S:9]([CH3:12])(=[O:11])=[O:10])=[O:7])=[C:4]([F:16])[CH:3]=1.[Cl:17][C:18]1[CH:19]=[C:20]([CH:33]=[C:34]([Cl:36])[CH:35]=1)[O:21][C:22]1[N:27]=[CH:26][C:25](B(O)O)=[CH:24][C:23]=1[CH:31]=[O:32].C([O-])([O-])=O.[Na+].[Na+]. (7) Given the product [Cl:15][C:12]1[CH:13]=[CH:14][C:9]([O:8][CH2:7][C:6]([O:5][CH3:1])=[O:31])=[C:10]([C:16]#[C:17][C:18]2[CH:23]=[C:22]([S:24]([CH2:27][CH2:28][CH3:29])=[O:25])[CH:21]=[CH:20][C:19]=2[CH3:33])[CH:11]=1, predict the reactants needed to synthesize it. The reactants are: [C:1]([O:5][C:6](=[O:31])[CH2:7][O:8][C:9]1[CH:14]=[CH:13][C:12]([Cl:15])=[CH:11][C:10]=1[C:16]#[C:17][C:18]1[CH:23]=[C:22]([S:24]([CH2:27][CH2:28][CH3:29])(=O)=[O:25])[CH:21]=[CH:20][C:19]=1F)(C)(C)C.Cl[C:33]1C=CC(OCC(OC)=O)=C(C#C)C=1.BrC1C=C(S(CCC)=O)C=CC=1C. (8) Given the product [CH3:31][N:32]([CH2:14][C:11]1[C:12](=[O:13])[N:7]([CH2:6][C:5]2[CH:29]=[CH:30][C:2]([F:1])=[CH:3][CH:4]=2)[N:8]=[C:9]([C:20]2[CH:25]=[CH:24][C:23]([O:26][CH3:27])=[C:22]([F:28])[CH:21]=2)[CH:10]=1)[CH3:33], predict the reactants needed to synthesize it. The reactants are: [F:1][C:2]1[CH:30]=[CH:29][C:5]([CH2:6][N:7]2[C:12](=[O:13])[C:11]([CH2:14]OS(C)(=O)=O)=[CH:10][C:9]([C:20]3[CH:25]=[CH:24][C:23]([O:26][CH3:27])=[C:22]([F:28])[CH:21]=3)=[N:8]2)=[CH:4][CH:3]=1.[CH3:31][NH:32][CH3:33]. (9) Given the product [CH3:22][C:2]([CH3:21])([CH3:1])[C:3]([NH:5][C:6]1[C:15]([C:16]([O:18][CH3:19])=[O:17])=[C:14]2[C:9]([C:10]3[CH:25]=[C:24]([OH:28])[N:30]=[N:31][C:11]=3[CH2:12][O:13]2)=[CH:8][CH:7]=1)=[O:4], predict the reactants needed to synthesize it. The reactants are: [CH3:1][C:2]([CH3:22])([CH3:21])[C:3]([NH:5][C:6]1[C:15]([C:16]([O:18][CH3:19])=[O:17])=[C:14]2[C:9]([CH2:10][C:11](=O)[CH2:12][O:13]2)=[CH:8][CH:7]=1)=[O:4].O.[C:24]([OH:28])(=O)[CH:25]=O.O.[NH2:30][NH2:31]. (10) Given the product [Cl:27][C:28]1[CH:33]=[CH:32][C:31]([C:34]2([CH2:37][I:25])[CH2:36][CH2:35]2)=[CH:30][CH:29]=1, predict the reactants needed to synthesize it. The reactants are: C1(P(C2C=CC=CC=2)C2C=CC=CC=2)C=CC=CC=1.N1C=CN=C1.[I:25]I.[Cl:27][C:28]1[CH:33]=[CH:32][C:31]([C:34]2([CH2:37]O)[CH2:36][CH2:35]2)=[CH:30][CH:29]=1.